From a dataset of Full USPTO retrosynthesis dataset with 1.9M reactions from patents (1976-2016). Predict the reactants needed to synthesize the given product. (1) Given the product [F:47][C:46]1[CH:45]=[C:22]([O:23][CH2:24][C@@H:25]2[CH2:30][CH2:29][NH:28][CH2:27][C@H:26]2[C:38]2[CH:39]=[CH:40][C:41]([F:44])=[CH:42][CH:43]=2)[C:21]([F:48])=[CH:20][C:19]=1[S:16]([NH:15][C:49]1[S:53][N:52]=[CH:51][N:50]=1)(=[O:17])=[O:18], predict the reactants needed to synthesize it. The reactants are: N1(C([O-])=O)CCCCC1.COC1C=C(OC)C=CC=1C[N:15]([C:49]1[S:53][N:52]=[CH:51][N:50]=1)[S:16]([C:19]1[C:46]([F:47])=[CH:45][C:22]([O:23][CH2:24][C@@H:25]2[CH2:30][CH2:29][N:28](C(OC(C)(C)C)=O)[CH2:27][C@H:26]2[C:38]2[CH:43]=[CH:42][C:41]([F:44])=[CH:40][CH:39]=2)=[C:21]([F:48])[CH:20]=1)(=[O:18])=[O:17]. (2) Given the product [ClH:29].[C:22]1([CH2:21][C:20]([NH:19][C:16]2[CH:17]=[CH:18][C:13]([CH:10]3[CH2:11][CH2:12][NH:8][CH2:9]3)=[CH:14][CH:15]=2)=[O:28])[CH:27]=[CH:26][CH:25]=[CH:24][CH:23]=1, predict the reactants needed to synthesize it. The reactants are: C(OC([N:8]1[CH2:12][CH2:11][CH:10]([C:13]2[CH:18]=[CH:17][C:16]([NH:19][C:20](=[O:28])[CH2:21][C:22]3[CH:27]=[CH:26][CH:25]=[CH:24][CH:23]=3)=[CH:15][CH:14]=2)[CH2:9]1)=O)(C)(C)C.[ClH:29]. (3) Given the product [CH3:36][C:37]1([CH3:65])[CH2:63][C:41]2[C:42]([C:51]3[CH:52]=[C:53]([NH:57][C:58](=[O:62])[C:59]([NH:28][CH2:29][CH2:30][N:31]4[CH2:35][CH2:34][CH2:33][CH2:32]4)=[O:60])[CH:54]=[CH:55][CH:56]=3)=[C:43]([N:45]3[CH2:50][CH2:49][O:48][CH2:47][CH2:46]3)[S:44][C:40]=2[C:39](=[O:64])[CH2:38]1, predict the reactants needed to synthesize it. The reactants are: F[P-](F)(F)(F)(F)F.N1(O[P+](N(C)C)(N(C)C)N(C)C)C2C=CC=CC=2N=N1.[NH2:28][CH2:29][CH2:30][N:31]1[CH2:35][CH2:34][CH2:33][CH2:32]1.[CH3:36][C:37]1([CH3:65])[CH2:63][C:41]2[C:42]([C:51]3[CH:52]=[C:53]([NH:57][C:58](=[O:62])[C:59](O)=[O:60])[CH:54]=[CH:55][CH:56]=3)=[C:43]([N:45]3[CH2:50][CH2:49][O:48][CH2:47][CH2:46]3)[S:44][C:40]=2[C:39](=[O:64])[CH2:38]1. (4) Given the product [CH2:25]([N:24]([CH2:29][CH3:28])[CH2:14][CH2:19][CH2:18][NH:2][C:54]([C:52]1[NH:51][C:47]2[N:48]=[CH:49][N:50]=[C:45]([O:44][C:43]3[CH:42]=[CH:41][C:40]([NH:39][C:38]([NH:37][C:34]4[CH:33]=[CH:32][C:31]([F:30])=[CH:36][CH:35]=4)=[O:59])=[CH:58][CH:57]=3)[C:46]=2[CH:53]=1)=[O:56])[CH3:26], predict the reactants needed to synthesize it. The reactants are: C[N:2](C)C=O.C1(P(N=[N+]=[N-])([C:14]2[CH:19]=[CH:18]C=CC=2)=O)C=CC=CC=1.C[N:24]1[CH2:29][CH2:28]N[CH2:26][CH2:25]1.[F:30][C:31]1[CH:36]=[CH:35][C:34]([NH:37][C:38](=[O:59])[NH:39][C:40]2[CH:58]=[CH:57][C:43]([O:44][C:45]3[C:46]4[CH:53]=[C:52]([C:54]([OH:56])=O)[NH:51][C:47]=4[N:48]=[CH:49][N:50]=3)=[CH:42][CH:41]=2)=[CH:33][CH:32]=1. (5) Given the product [OH:15][CH2:14][C:6]1[CH:5]=[C:4]([N+:1]([O-:3])=[O:2])[CH:13]=[CH:12][C:7]=1[CH2:8][CH2:9][OH:10], predict the reactants needed to synthesize it. The reactants are: [N+:1]([C:4]1[CH:5]=[C:6]([C:14](O)=[O:15])[C:7](=[CH:12][CH:13]=1)[CH2:8][C:9](O)=[O:10])([O-:3])=[O:2].[BH4-].[Na+].B(F)(F)F.CCOCC.[OH-].[Na+]. (6) Given the product [CH3:26][C:23]1[CH:22]=[CH:21][C:20]([CH2:19][C:17]2[N:16]=[CH:15][C:12]3[CH2:13][CH2:14][NH:8][CH2:9][CH2:10][C:11]=3[N:18]=2)=[CH:25][CH:24]=1, predict the reactants needed to synthesize it. The reactants are: C([N:8]1[CH2:14][CH2:13][C:12]2[C:15](Cl)=[N:16][C:17]([CH2:19][C:20]3[CH:25]=[CH:24][C:23]([CH3:26])=[CH:22][CH:21]=3)=[N:18][C:11]=2[CH2:10][CH2:9]1)C1C=CC=CC=1.C([O-])=O.[NH4+]. (7) The reactants are: [CH:1](/[C@H:7]1[O:11][C:10]([CH3:13])([CH3:12])[O:9][C@H:8]1[CH2:14][O:15][CH2:16][C:17]([OH:19])=[O:18])=[CH:2]\[CH:3]=[CH:4]\[C:5]#[CH:6].[CH3:20][Si](C=[N+]=[N-])(C)C.[N+](=C)=[N-].C(O)(=O)C. Given the product [CH:1](/[C@H:7]1[O:11][C:10]([CH3:13])([CH3:12])[O:9][C@H:8]1[CH2:14][O:15][CH2:16][C:17]([O:19][CH3:20])=[O:18])=[CH:2]\[CH:3]=[CH:4]\[C:5]#[CH:6], predict the reactants needed to synthesize it.